Dataset: Full USPTO retrosynthesis dataset with 1.9M reactions from patents (1976-2016). Task: Predict the reactants needed to synthesize the given product. (1) Given the product [F:16][C:10]1[CH:11]=[C:12]([I:15])[CH:13]=[CH:14][C:9]=1[NH:8][C:7]1[C:2]([NH:1][S:34]([C:31]2([CH2:30][O:29][CH2:22][C:23]3[CH:28]=[CH:27][CH:26]=[CH:25][CH:24]=3)[CH2:33][CH2:32]2)(=[O:36])=[O:35])=[C:3]2[O:21][CH2:20][CH2:19][N:4]2[C:5](=[O:18])[C:6]=1[CH3:17], predict the reactants needed to synthesize it. The reactants are: [NH2:1][C:2]1[C:7]([NH:8][C:9]2[CH:14]=[CH:13][C:12]([I:15])=[CH:11][C:10]=2[F:16])=[C:6]([CH3:17])[C:5](=[O:18])[N:4]2[CH2:19][CH2:20][O:21][C:3]=12.[CH2:22]([O:29][CH2:30][C:31]1([S:34](Cl)(=[O:36])=[O:35])[CH2:33][CH2:32]1)[C:23]1[CH:28]=[CH:27][CH:26]=[CH:25][CH:24]=1. (2) Given the product [CH:1]1([CH2:8][O:9][C:10]2[N:15]=[C:14]([C:16](=[O:18])[CH2:20][C:21]#[N:22])[CH:13]=[CH:12][CH:11]=2)[CH2:2][CH2:3][CH2:4][CH2:5][CH2:6][CH2:7]1, predict the reactants needed to synthesize it. The reactants are: [CH:1]1([CH2:8][O:9][C:10]2[N:15]=[C:14]([C:16]([O:18]C)=O)[CH:13]=[CH:12][CH:11]=2)[CH2:7][CH2:6][CH2:5][CH2:4][CH2:3][CH2:2]1.[CH3:20][C:21]#[N:22].